Dataset: Peptide-MHC class I binding affinity with 185,985 pairs from IEDB/IMGT. Task: Regression. Given a peptide amino acid sequence and an MHC pseudo amino acid sequence, predict their binding affinity value. This is MHC class I binding data. The peptide sequence is RSRWSRKML. The MHC is HLA-A30:01 with pseudo-sequence HLA-A30:01. The binding affinity (normalized) is 0.584.